This data is from Forward reaction prediction with 1.9M reactions from USPTO patents (1976-2016). The task is: Predict the product of the given reaction. (1) Given the reactants [N+:1]([C:4]1[CH:5]=[C:6]2[C:10](=[CH:11][CH:12]=1)[NH:9][CH2:8][CH2:7]2)([O-:3])=[O:2].[CH:13]([C:15]1[CH:20]=[CH:19][CH:18]=[CH:17][N:16]=1)=[CH2:14].C(O)(=O)C, predict the reaction product. The product is: [N+:1]([C:4]1[CH:5]=[C:6]2[C:10](=[CH:11][CH:12]=1)[N:9]([CH2:14][CH2:13][C:15]1[CH:20]=[CH:19][CH:18]=[CH:17][N:16]=1)[CH2:8][CH2:7]2)([O-:3])=[O:2]. (2) The product is: [Cl:1][C:2]1[N:7]=[C:6]([C:8]2[S:12][C:11]([CH:13]([CH3:15])[CH3:14])=[N:10][C:9]=2[C:16]2[CH:17]=[C:18]([NH:22][S:36]([C:32]3[CH:33]=[CH:34][CH:35]=[C:30]([F:29])[CH:31]=3)(=[O:38])=[O:37])[CH:19]=[CH:20][CH:21]=2)[CH:5]=[CH:4][N:3]=1. Given the reactants [Cl:1][C:2]1[N:7]=[C:6]([C:8]2[S:12][C:11]([CH:13]([CH3:15])[CH3:14])=[N:10][C:9]=2[C:16]2[CH:17]=[C:18]([NH2:22])[CH:19]=[CH:20][CH:21]=2)[CH:5]=[CH:4][N:3]=1.N1C=CC=CC=1.[F:29][C:30]1[CH:31]=[C:32]([S:36](Cl)(=[O:38])=[O:37])[CH:33]=[CH:34][CH:35]=1, predict the reaction product. (3) Given the reactants [F:1][C:2]([F:19])([F:18])[C:3]1[CH:8]=[CH:7][C:6]([S:9]([N:12]2[CH2:17][CH2:16][NH:15][CH2:14][CH2:13]2)(=[O:11])=[O:10])=[CH:5][CH:4]=1.C1C=CC2N(O)N=NC=2C=1.O.CN(C(ON1N=NC2C=CC=CC1=2)=[N+](C)C)C.F[P-](F)(F)(F)(F)F.[CH3:55][C:56]1[C:57]([C:62](O)=[O:63])=[N:58][CH:59]=[CH:60][CH:61]=1.CCN(C(C)C)C(C)C, predict the reaction product. The product is: [CH3:55][C:56]1[C:57]([C:62]([N:15]2[CH2:16][CH2:17][N:12]([S:9]([C:6]3[CH:5]=[CH:4][C:3]([C:2]([F:1])([F:18])[F:19])=[CH:8][CH:7]=3)(=[O:10])=[O:11])[CH2:13][CH2:14]2)=[O:63])=[N:58][CH:59]=[CH:60][CH:61]=1. (4) Given the reactants Cl.[O:2]=[S:3]1(=[O:10])[CH2:8][CH2:7][CH:6]([NH2:9])[CH2:5][CH2:4]1.[Br:11][C:12]1[CH:17]=[CH:16][C:15]([S:18](Cl)(=[O:20])=[O:19])=[CH:14][CH:13]=1, predict the reaction product. The product is: [Br:11][C:12]1[CH:17]=[CH:16][C:15]([S:18]([NH:9][CH:6]2[CH2:7][CH2:8][S:3](=[O:10])(=[O:2])[CH2:4][CH2:5]2)(=[O:20])=[O:19])=[CH:14][CH:13]=1.